From a dataset of hERG potassium channel inhibition data for cardiac toxicity prediction from Karim et al.. Regression/Classification. Given a drug SMILES string, predict its toxicity properties. Task type varies by dataset: regression for continuous values (e.g., LD50, hERG inhibition percentage) or binary classification for toxic/non-toxic outcomes (e.g., AMES mutagenicity, cardiotoxicity, hepatotoxicity). Dataset: herg_karim. (1) The compound is CC(C)[NH2+]C[C@@H](O)COc1ccc(CC(N)=O)cc1. The result is 0 (non-blocker). (2) The compound is CN1CCN(Cc2ccc3cc(-n4cnc5cc(-c6ccc(Cl)cc6)sc5c4=O)ccc3n2)CC1. The result is 0 (non-blocker).